The task is: Predict the product of the given reaction.. This data is from Forward reaction prediction with 1.9M reactions from USPTO patents (1976-2016). (1) Given the reactants [CH:1](=O)[CH3:2].[F:4][C:5]1[CH:6]=[N:7][C:8]([O:20][C:21]2[CH:26]=[CH:25][CH:24]=[C:23]([S:27][CH3:28])[CH:22]=2)=[C:9]([CH:19]=1)[C:10]([NH:12][CH:13]1[CH2:18][CH2:17][NH:16][CH2:15][CH2:14]1)=[O:11].[Na], predict the reaction product. The product is: [NH3:7].[F:4][C:5]1[CH:6]=[N:7][C:8]([O:20][C:21]2[CH:26]=[CH:25][CH:24]=[C:23]([S:27][CH3:28])[CH:22]=2)=[C:9]([CH:19]=1)[C:10]([NH:12][CH:13]1[CH2:14][CH2:15][N:16]([CH2:1][CH3:2])[CH2:17][CH2:18]1)=[O:11]. (2) Given the reactants [CH3:1][C@@H:2]1[C@@H:41]([OH:42])[C@@H:40]([CH3:43])[C@H:39]([CH3:44])[O:38][C:36](=[O:37])[CH2:35][C@H:34]([OH:45])[CH2:33][C@H:32]([OH:46])[CH2:31][CH2:30][C@@H:29]([OH:47])[C@H:28]([OH:48])[CH2:27][C@H:26]([OH:49])[CH2:25][C@@:23]2([OH:50])[O:24][C@H:19]([C@H:20]([C:52]([OH:54])=[O:53])[C@@H:21]([OH:51])[CH2:22]2)[CH2:18][C@@H:17]([O:55][C@@H:56]2[O:61][C@H:60]([CH3:62])[C@@H:59]([OH:63])[C@H:58]([NH:64]CC([C@@H](O)[C@H](O)[C@H](O)CO)=O)[C@@H:57]2[OH:76])[CH:16]=[CH:15][CH:14]=[CH:13][CH:12]=[CH:11][CH:10]=[CH:9][CH:8]=[CH:7][CH:6]=[CH:5][CH:4]=[CH:3]1.CN(C)C=O.C([BH3-])#N.[Na+].CN, predict the reaction product. The product is: [CH3:1][C@@H:2]1[C@@H:41]([OH:42])[C@@H:40]([CH3:43])[C@H:39]([CH3:44])[O:38][C:36](=[O:37])[CH2:35][C@H:34]([OH:45])[CH2:33][C@H:32]([OH:46])[CH2:31][CH2:30][C@@H:29]([OH:47])[C@H:28]([OH:48])[CH2:27][C@H:26]([OH:49])[CH2:25][C@@:23]2([OH:50])[O:24][C@H:19]([C@H:20]([C:52]([OH:54])=[O:53])[C@@H:21]([OH:51])[CH2:22]2)[CH2:18][C@@H:17]([O:55][C@@H:56]2[O:61][C@H:60]([CH3:62])[C@@H:59]([OH:63])[C@H:58]([NH2:64])[C@@H:57]2[OH:76])[CH:16]=[CH:15][CH:14]=[CH:13][CH:12]=[CH:11][CH:10]=[CH:9][CH:8]=[CH:7][CH:6]=[CH:5][CH:4]=[CH:3]1. (3) Given the reactants [OH:1][CH2:2][CH2:3][O:4][CH2:5][CH2:6][NH:7][S:8]([CH2:11][C:12]1[CH:17]=[CH:16][CH:15]=[CH:14][C:13]=1[N+:18]([O-])=O)(=[O:10])=[O:9], predict the reaction product. The product is: [NH2:18][C:13]1[CH:14]=[CH:15][CH:16]=[CH:17][C:12]=1[CH2:11][S:8]([NH:7][CH2:6][CH2:5][O:4][CH2:3][CH2:2][OH:1])(=[O:10])=[O:9]. (4) Given the reactants [F:1][C:2]1[CH:7]=[CH:6][C:5]([C:8]2[C:13]([C:14]3[CH:19]=[CH:18][N:17]=[CH:16][CH:15]=3)=[C:12]([C:20]3[CH:25]=[CH:24][C:23]([F:26])=[CH:22][CH:21]=3)[N:11]=[C:10]3[NH:27][N:28]=[CH:29][C:9]=23)=[CH:4][CH:3]=1.[CH2:30]=[O:31], predict the reaction product. The product is: [F:1][C:2]1[CH:7]=[CH:6][C:5]([C:8]2[C:9]3[C:10](=[N:27][N:28]([CH2:30][OH:31])[CH:29]=3)[N:11]=[C:12]([C:20]3[CH:25]=[CH:24][C:23]([F:26])=[CH:22][CH:21]=3)[C:13]=2[C:14]2[CH:15]=[CH:16][N:17]=[CH:18][CH:19]=2)=[CH:4][CH:3]=1. (5) Given the reactants [NH2:1][CH:2]1[CH2:7][CH2:6][N:5]([C:8]([O:10][C:11]([CH3:14])([CH3:13])[CH3:12])=[O:9])[CH2:4][CH2:3]1.[Cl:15][CH2:16][C:17](Cl)=[O:18], predict the reaction product. The product is: [Cl:15][CH2:16][C:17]([NH:1][CH:2]1[CH2:3][CH2:4][N:5]([C:8]([O:10][C:11]([CH3:14])([CH3:13])[CH3:12])=[O:9])[CH2:6][CH2:7]1)=[O:18]. (6) Given the reactants [C:1]([O:5][C:6]1[CH:11]=[C:10]([C:12]2[C:20]3[C:15](=[N:16][CH:17]=[CH:18][CH:19]=3)[N:14](S(C3C=CC=CC=3)(=O)=O)[CH:13]=2)[CH:9]=[C:8]([Cl:30])[N:7]=1)([CH3:4])([CH3:3])[CH3:2].[OH-].[K+], predict the reaction product. The product is: [C:1]([O:5][C:6]1[CH:11]=[C:10]([C:12]2[C:20]3[C:15](=[N:16][CH:17]=[CH:18][CH:19]=3)[NH:14][CH:13]=2)[CH:9]=[C:8]([Cl:30])[N:7]=1)([CH3:4])([CH3:2])[CH3:3]. (7) Given the reactants [Cl:1][C:2]1[CH:3]=[C:4]([N:9]2[C:17](=[O:18])[C:16]3[C@@H:15]4[C:19]([CH3:21])([CH3:20])[C@@:12]([CH3:22])([CH2:13][CH2:14]4)[C:11]=3[NH:10]2)[CH:5]=[C:6]([Cl:8])[CH:7]=1.I[CH3:24].C, predict the reaction product. The product is: [Cl:1][C:2]1[CH:3]=[C:4]([N:9]2[C:17](=[O:18])[C:16]3[C@@H:15]4[C:19]([CH3:21])([CH3:20])[C@@:12]([CH3:22])([CH2:13][CH2:14]4)[C:11]=3[N:10]2[CH3:24])[CH:5]=[C:6]([Cl:8])[CH:7]=1. (8) Given the reactants Br[CH2:2][C:3](Br)=[O:4].[CH2:6]([NH:8][CH2:9][C:10]1[CH:15]=[CH:14][N:13]=[CH:12][CH:11]=1)[CH3:7].[C:16]([C:20]1[CH:25]=[CH:24][C:23]([S:26]([NH:29][C:30]2[CH:35]=[CH:34][C:33]([CH3:36])=[CH:32][CH:31]=2)(=[O:28])=[O:27])=[CH:22][CH:21]=1)([CH3:19])([CH3:18])[CH3:17], predict the reaction product. The product is: [C:16]([C:20]1[CH:21]=[CH:22][C:23]([S:26]([N:29]([C:30]2[CH:31]=[CH:32][C:33]([CH3:36])=[CH:34][CH:35]=2)[CH2:2][C:3]([N:8]([CH2:6][CH3:7])[CH2:9][C:10]2[CH:15]=[CH:14][N:13]=[CH:12][CH:11]=2)=[O:4])(=[O:28])=[O:27])=[CH:24][CH:25]=1)([CH3:19])([CH3:18])[CH3:17]. (9) Given the reactants [CH3:1][NH:2][CH2:3][CH2:4][N:5]1[CH2:10][CH2:9][S:8][C:7]2[CH:11]=[C:12]([N+:15]([O-:17])=[O:16])[CH:13]=[CH:14][C:6]1=2.C(N(C(C)C)CC)(C)C.Br[CH2:28][C:29]([O:31][C:32]([CH3:35])([CH3:34])[CH3:33])=[O:30].CO, predict the reaction product. The product is: [CH3:1][N:2]([CH2:3][CH2:4][N:5]1[CH2:10][CH2:9][S:8][C:7]2[CH:11]=[C:12]([N+:15]([O-:17])=[O:16])[CH:13]=[CH:14][C:6]1=2)[CH2:28][C:29]([O:31][C:32]([CH3:35])([CH3:34])[CH3:33])=[O:30].